From a dataset of Full USPTO retrosynthesis dataset with 1.9M reactions from patents (1976-2016). Predict the reactants needed to synthesize the given product. (1) Given the product [OH:21][CH:16]([CH2:17][CH3:18])[CH2:15][CH2:14][C@@H:10]([CH3:9])[C:11]([OH:13])=[O:12], predict the reactants needed to synthesize it. The reactants are: C(O[CH2:9][C@@H:10]([CH2:14][CH2:15][CH2:16][CH2:17][CH3:18])[C:11]([OH:13])=[O:12])C1C=CC=CC=1.CC[OH:21]. (2) The reactants are: Cl[C:2]1[N:7]=[C:6]([C:8]([F:11])([F:10])[F:9])[CH:5]=[C:4]([C:12]2[CH:17]=[CH:16][C:15]([C:18]([F:21])([F:20])[F:19])=[CH:14][CH:13]=2)[N:3]=1.[NH:22]1[CH:26]=[N:25][C:24]([C:27]2[CH:28]=[N:29][CH:30]=[CH:31][CH:32]=2)=[N:23]1. Given the product [N:29]1[CH:30]=[CH:31][CH:32]=[C:27]([C:24]2[N:25]=[CH:26][N:22]([C:2]3[N:7]=[C:6]([C:8]([F:11])([F:10])[F:9])[CH:5]=[C:4]([C:12]4[CH:17]=[CH:16][C:15]([C:18]([F:21])([F:20])[F:19])=[CH:14][CH:13]=4)[N:3]=3)[N:23]=2)[CH:28]=1, predict the reactants needed to synthesize it. (3) Given the product [C:1]([C:5]1[CH:10]=[CH:9][C:8]([NH2:11])=[C:7]([N+:15]([O-:17])=[O:16])[CH:6]=1)([CH3:4])([CH3:2])[CH3:3], predict the reactants needed to synthesize it. The reactants are: [C:1]([C:5]1[CH:10]=[CH:9][C:8]([NH:11]C(=O)C)=[C:7]([N+:15]([O-:17])=[O:16])[CH:6]=1)([CH3:4])([CH3:3])[CH3:2].C[O-].[Na+].